From a dataset of NCI-60 drug combinations with 297,098 pairs across 59 cell lines. Regression. Given two drug SMILES strings and cell line genomic features, predict the synergy score measuring deviation from expected non-interaction effect. (1) Drug 1: CS(=O)(=O)C1=CC(=C(C=C1)C(=O)NC2=CC(=C(C=C2)Cl)C3=CC=CC=N3)Cl. Drug 2: C1=NC2=C(N1)C(=S)N=C(N2)N. Cell line: M14. Synergy scores: CSS=42.7, Synergy_ZIP=2.95, Synergy_Bliss=3.05, Synergy_Loewe=-25.2, Synergy_HSA=0.224. (2) Drug 1: C1=CC=C(C(=C1)C(C2=CC=C(C=C2)Cl)C(Cl)Cl)Cl. Drug 2: CCC1(C2=C(COC1=O)C(=O)N3CC4=CC5=C(C=CC(=C5CN(C)C)O)N=C4C3=C2)O.Cl. Cell line: 786-0. Synergy scores: CSS=23.5, Synergy_ZIP=0.00801, Synergy_Bliss=-0.200, Synergy_Loewe=-46.0, Synergy_HSA=0.0768.